This data is from Full USPTO retrosynthesis dataset with 1.9M reactions from patents (1976-2016). The task is: Predict the reactants needed to synthesize the given product. (1) Given the product [CH2:17]([N:15]1[C:14]2[C:24]3[C:7](=[N:8][NH:9][C:10]=3[N:11]=[C:12]([S:25][CH3:26])[N:13]=2)[CH:6]([C:4]([OH:5])=[O:3])[CH2:16]1)[C:18]1[CH:19]=[CH:20][CH:21]=[CH:22][CH:23]=1, predict the reactants needed to synthesize it. The reactants are: C([O:3][C:4]([CH:6]1[CH2:16][N:15]([CH2:17][C:18]2[CH:23]=[CH:22][CH:21]=[CH:20][CH:19]=2)[C:14]2[C:24]3[C:7]1=[N:8][NH:9][C:10]=3[N:11]=[C:12]([S:25][CH3:26])[N:13]=2)=[O:5])C.[OH-].[Na+]. (2) Given the product [CH:1]1([C:7]2[C:8]3[CH:9]=[CH:10][C:11]([C:39]([NH:42][CH2:43][C:44]4[CH:49]=[N:48][C:47]([CH3:50])=[CH:46][N:45]=4)=[O:41])=[CH:12][C:13]=3[N:14]3[CH2:20][C:19]([C:21]([N:23]4[CH2:28][CH2:27][CH:26]([N:29]5[CH2:30][CH2:31][O:32][CH2:33][CH2:34]5)[CH2:25][CH2:24]4)=[O:22])=[CH:18][C:17]4[CH:35]=[CH:36][CH:37]=[CH:38][C:16]=4[C:15]=23)[CH2:2][CH2:3][CH2:4][CH2:5][CH2:6]1, predict the reactants needed to synthesize it. The reactants are: [CH:1]1([C:7]2[C:8]3[CH:9]=[CH:10][C:11]([C:39]([OH:41])=O)=[CH:12][C:13]=3[N:14]3[CH2:20][C:19]([C:21]([N:23]4[CH2:28][CH2:27][CH:26]([N:29]5[CH2:34][CH2:33][O:32][CH2:31][CH2:30]5)[CH2:25][CH2:24]4)=[O:22])=[CH:18][C:17]4[CH:35]=[CH:36][CH:37]=[CH:38][C:16]=4[C:15]=23)[CH2:6][CH2:5][CH2:4][CH2:3][CH2:2]1.[NH2:42][CH2:43][C:44]1[CH:49]=[N:48][C:47]([CH3:50])=[CH:46][N:45]=1.C(N(CC)C(C)C)(C)C.Cl.CN(C)CCCN=C=NCC.ON1C2C=CC=CC=2N=N1. (3) Given the product [Cl:1][C:2]1[CH:9]=[CH:8][CH:7]=[CH:6][C:3]=1[CH:4]1[C:15]2[C:14](=[CH:13][C:12]([O:11][CH3:10])=[C:17]([O:18][CH3:19])[CH:16]=2)[CH2:20][CH2:21][NH:22]1, predict the reactants needed to synthesize it. The reactants are: [Cl:1][C:2]1[CH:9]=[CH:8][CH:7]=[CH:6][C:3]=1[CH:4]=O.[CH3:10][O:11][C:12]1[CH:13]=[C:14]([CH2:20][CH2:21][NH2:22])[CH:15]=[CH:16][C:17]=1[O:18][CH3:19]. (4) Given the product [F:35][CH:33]([F:34])[O:32][C:25]1[C:26]([F:31])=[CH:27][C:28]([F:30])=[CH:29][C:24]=1[C:9]1[CH2:14][CH2:13][N:12]([C:15]([O:17][C:18]([CH3:19])([CH3:20])[CH3:21])=[O:16])[CH2:11][CH:10]=1, predict the reactants needed to synthesize it. The reactants are: CC1(C)C(C)(C)OB([C:9]2[CH2:14][CH2:13][N:12]([C:15]([O:17][C:18]([CH3:21])([CH3:20])[CH3:19])=[O:16])[CH2:11][CH:10]=2)O1.Br[C:24]1[CH:29]=[C:28]([F:30])[CH:27]=[C:26]([F:31])[C:25]=1[O:32][CH:33]([F:35])[F:34].C(=O)([O-])[O-].[K+].[K+]. (5) Given the product [C:1]([O:5][C:6]([N:8]1[CH2:12][C@H:11]([O:13][S:25]([CH3:24])(=[O:27])=[O:26])[CH2:10][C@@H:9]1[CH2:14][C:15]#[CH:16])=[O:7])([CH3:4])([CH3:3])[CH3:2], predict the reactants needed to synthesize it. The reactants are: [C:1]([O:5][C:6]([N:8]1[CH2:12][C@H:11]([OH:13])[CH2:10][C@@H:9]1[CH2:14][C:15]#[CH:16])=[O:7])([CH3:4])([CH3:3])[CH3:2].C(N(CC)CC)C.[CH3:24][S:25](Cl)(=[O:27])=[O:26]. (6) The reactants are: C1(P(C2CCCCC2)C2C=CC=CC=2C2C=CC=CC=2N(C)C)CCCCC1.CC(C)([O-])C.[K+].Cl.[F:36][C:37]([F:49])([F:48])[C:38]1[CH:39]=[C:40]2[C:45](=[CH:46][CH:47]=1)[CH2:44][NH:43][CH2:42][CH2:41]2.[CH2:50]([O:52][C:53](=[O:64])[NH:54][C:55]1[C:60]([CH3:61])=[CH:59][C:58](Br)=[CH:57][C:56]=1[CH3:63])[CH3:51]. Given the product [CH2:50]([O:52][C:53](=[O:64])[NH:54][C:55]1[C:60]([CH3:61])=[CH:59][C:58]([N:43]2[CH2:42][CH2:41][C:40]3[C:45](=[CH:46][CH:47]=[C:38]([C:37]([F:36])([F:48])[F:49])[CH:39]=3)[CH2:44]2)=[CH:57][C:56]=1[CH3:63])[CH3:51], predict the reactants needed to synthesize it.